From a dataset of Full USPTO retrosynthesis dataset with 1.9M reactions from patents (1976-2016). Predict the reactants needed to synthesize the given product. (1) Given the product [CH2:4]=[C:3]1[C:8]2[CH:9]=[CH:10][S:6][C:7]=2[CH2:14][CH2:1][CH2:2]1, predict the reactants needed to synthesize it. The reactants are: [CH2:1]([Li])[CH2:2][CH2:3][CH3:4].[S:6]1[CH:10]=[CH:9][C:8]2C(=O)CC[CH2:14][C:7]1=2. (2) Given the product [F:1][C:2]1[CH:3]=[CH:4][C:5]([NH:6][C:7]2[CH:19]=[C:18](/[CH:20]=[CH:21]/[C:22]3[CH:27]=[CH:26][CH:25]=[C:24]([O:28][CH3:29])[CH:23]=3)[CH:17]=[CH:16][C:8]=2[C:9]([OH:11])=[O:10])=[CH:30][CH:31]=1, predict the reactants needed to synthesize it. The reactants are: [F:1][C:2]1[CH:31]=[CH:30][C:5]([NH:6][C:7]2[CH:19]=[C:18](/[CH:20]=[CH:21]/[C:22]3[CH:27]=[CH:26][CH:25]=[C:24]([O:28][CH3:29])[CH:23]=3)[CH:17]=[CH:16][C:8]=2[C:9]([O:11]C(C)(C)C)=[O:10])=[CH:4][CH:3]=1. (3) Given the product [CH2:16]([NH:21][S:10]([NH:13][C:14](=[O:15])[O:8][CH2:1][C:2]1[CH:7]=[CH:6][CH:5]=[CH:4][CH:3]=1)(=[O:12])=[O:11])[CH2:17][CH2:18][CH2:19][CH3:20], predict the reactants needed to synthesize it. The reactants are: [CH2:1]([OH:8])[C:2]1[CH:7]=[CH:6][CH:5]=[CH:4][CH:3]=1.Cl[S:10]([N:13]=[C:14]=[O:15])(=[O:12])=[O:11].[CH2:16]([NH2:21])[CH2:17][CH2:18][CH2:19][CH3:20].Cl. (4) Given the product [NH2:1][CH2:2][C:3]1[CH:4]=[C:5]([NH:9][C:10]2[C:11]3[CH:30]=[CH:29][NH:28][C:12]=3[N:13]=[C:14]([NH:16][C:17]3[CH:18]=[CH:19][C:20]([N:23]([CH3:27])[C:24](=[O:26])[CH3:25])=[CH:21][CH:22]=3)[N:15]=2)[CH:6]=[CH:7][CH:8]=1, predict the reactants needed to synthesize it. The reactants are: [NH2:1][CH2:2][C:3]1[CH:4]=[C:5]([NH:9][C:10]2[C:11]3[CH:30]=[CH:29][N:28](S(C4C=CC(C)=CC=4)(=O)=O)[C:12]=3[N:13]=[C:14]([NH:16][C:17]3[CH:22]=[CH:21][C:20]([N:23]([CH3:27])[C:24](=[O:26])[CH3:25])=[CH:19][CH:18]=3)[N:15]=2)[CH:6]=[CH:7][CH:8]=1.[OH-].[K+]. (5) Given the product [Cl:14][C:10]1[CH:9]=[C:8]2[C:13](=[CH:12][CH:11]=1)[C:3](=[O:2])[NH:4][CH2:5][CH:6]2[CH3:7], predict the reactants needed to synthesize it. The reactants are: C[O:2][C:3](=O)[NH:4][CH2:5][CH:6]([C:8]1[CH:13]=[CH:12][CH:11]=[C:10]([Cl:14])[CH:9]=1)[CH3:7].N.